From a dataset of Forward reaction prediction with 1.9M reactions from USPTO patents (1976-2016). Predict the product of the given reaction. Given the reactants [Br:1][C:2]1[CH:3]=[C:4]([C:9]([N:11]2[CH2:15][CH2:14][C:13]([C:16]3[CH:21]=[C:20]([Br:22])[C:19]([O:23]CC4C=CC(OC)=CC=4)=[C:18]([Br:33])[CH:17]=3)=[N:12]2)=[O:10])[CH:5]=[CH:6][C:7]=1[Cl:8].FC(F)(F)C(O)=O, predict the reaction product. The product is: [Br:1][C:2]1[CH:3]=[C:4]([C:9]([N:11]2[CH2:15][CH2:14][C:13]([C:16]3[CH:21]=[C:20]([Br:22])[C:19]([OH:23])=[C:18]([Br:33])[CH:17]=3)=[N:12]2)=[O:10])[CH:5]=[CH:6][C:7]=1[Cl:8].